This data is from Catalyst prediction with 721,799 reactions and 888 catalyst types from USPTO. The task is: Predict which catalyst facilitates the given reaction. (1) Reactant: [H-].[Al+3].[Li+].[H-].[H-].[H-].[CH:7]([C:10]1[CH:15]=[CH:14][C:13]([S:16]([NH:19][C:20]2[CH:34]=[CH:33][C:23]3[NH:24][C:25]([CH2:27][NH:28][C:29](=O)[CH2:30][CH3:31])=[N:26][C:22]=3[CH:21]=2)(=[O:18])=[O:17])=[CH:12][CH:11]=1)([CH3:9])[CH3:8].O. Product: [CH:7]([C:10]1[CH:11]=[CH:12][C:13]([S:16]([NH:19][C:20]2[CH:34]=[CH:33][C:23]3[NH:24][C:25]([CH2:27][NH:28][CH2:29][CH2:30][CH3:31])=[N:26][C:22]=3[CH:21]=2)(=[O:17])=[O:18])=[CH:14][CH:15]=1)([CH3:8])[CH3:9]. The catalyst class is: 1. (2) Reactant: C([O:8][C:9]1[CH:10]=[C:11]2[C:17]3([CH2:22][CH2:21][N:20]([C:23]([O:25][C:26]([CH3:29])([CH3:28])[CH3:27])=[O:24])[CH2:19][CH2:18]3)[CH2:16][N:15]([C:30]3[C:31]4[C@H:38]([CH3:39])[CH2:37][CH2:36][C:32]=4[N:33]=[CH:34][N:35]=3)[C:12]2=[CH:13][CH:14]=1)C1C=CC=CC=1. Product: [OH:8][C:9]1[CH:10]=[C:11]2[C:17]3([CH2:22][CH2:21][N:20]([C:23]([O:25][C:26]([CH3:27])([CH3:28])[CH3:29])=[O:24])[CH2:19][CH2:18]3)[CH2:16][N:15]([C:30]3[C:31]4[C@H:38]([CH3:39])[CH2:37][CH2:36][C:32]=4[N:33]=[CH:34][N:35]=3)[C:12]2=[CH:13][CH:14]=1. The catalyst class is: 19. (3) Reactant: [C:1]([O:5][C:6]([N:8]1[CH2:13][CH2:12][C:11](=O)[CH2:10][CH2:9]1)=[O:7])([CH3:4])([CH3:3])[CH3:2].[Cl:15][C:16]1[CH:22]=[CH:21][CH:20]=[CH:19][C:17]=1[NH2:18].C(O)(=O)C.C(O[BH-](OC(=O)C)OC(=O)C)(=O)C.[Na+]. Product: [C:1]([O:5][C:6]([N:8]1[CH2:13][CH2:12][CH:11]([NH:18][C:17]2[CH:19]=[CH:20][CH:21]=[CH:22][C:16]=2[Cl:15])[CH2:10][CH2:9]1)=[O:7])([CH3:4])([CH3:3])[CH3:2]. The catalyst class is: 26. (4) Product: [Cl:37][C:29]1[CH:30]=[CH:31][C:32]2[CH:33]=[CH:34][O:35][C:36]=2[C:28]=1[NH:27][C:21]1[C:20]2[C:25](=[CH:26][C:17]([O:16][CH2:15][CH2:14][CH:11]3[CH2:12][CH2:13][NH:8][CH2:9][CH2:10]3)=[C:18]([O:38][CH3:39])[CH:19]=2)[N:24]=[CH:23][N:22]=1. The catalyst class is: 2. Reactant: C(OC([N:8]1[CH2:13][CH2:12][CH:11]([CH2:14][CH2:15][O:16][C:17]2[CH:26]=[C:25]3[C:20]([C:21]([NH:27][C:28]4[C:36]5[O:35][CH:34]=[CH:33][C:32]=5[CH:31]=[CH:30][C:29]=4[Cl:37])=[N:22][CH:23]=[N:24]3)=[CH:19][C:18]=2[O:38][CH3:39])[CH2:10][CH2:9]1)=O)(C)(C)C.FC(F)(F)C(O)=O. (5) The catalyst class is: 6. Reactant: [Cl-:1].[Na+].[C:3]([C:6]1[CH:7]=[C:8]([CH:12]=[C:13]([C:15]2[CH:20]=[CH:19][C:18]([CH3:21])=[CH:17][N:16]=2)[CH:14]=1)[C:9]([OH:11])=[O:10])([CH3:5])=[CH2:4].CS(O)(=O)=[O:24].[OH-].[Na+]. Product: [ClH:1].[OH:24][C:3]([C:6]1[CH:7]=[C:8]([CH:12]=[C:13]([C:15]2[CH:20]=[CH:19][C:18]([CH3:21])=[CH:17][N:16]=2)[CH:14]=1)[C:9]([OH:11])=[O:10])([CH3:5])[CH3:4]. (6) Reactant: [CH2:1]([N:8]1[CH2:20][CH2:19][C:11]2[N:12]=[C:13](Cl)[N:14]=[C:15]([O:16][CH3:17])[C:10]=2[CH2:9]1)[C:2]1[CH:7]=[CH:6][CH:5]=[CH:4][CH:3]=1.[CH3:21][C:22]1[CH:27]=[CH:26][CH:25]=[C:24]([CH3:28])[C:23]=1B(O)O.C([O-])([O-])=O.[Na+].[Na+]. Product: [CH2:1]([N:8]1[CH2:20][CH2:19][C:11]2[N:12]=[C:13]([C:23]3[C:24]([CH3:28])=[CH:25][CH:26]=[CH:27][C:22]=3[CH3:21])[N:14]=[C:15]([O:16][CH3:17])[C:10]=2[CH2:9]1)[C:2]1[CH:7]=[CH:6][CH:5]=[CH:4][CH:3]=1. The catalyst class is: 104.